Dataset: Peptide-MHC class I binding affinity with 185,985 pairs from IEDB/IMGT. Task: Regression. Given a peptide amino acid sequence and an MHC pseudo amino acid sequence, predict their binding affinity value. This is MHC class I binding data. (1) The peptide sequence is KTSTLIFFV. The MHC is HLA-A02:02 with pseudo-sequence HLA-A02:02. The binding affinity (normalized) is 0.970. (2) The peptide sequence is AFHHKAREL. The MHC is HLA-B57:01 with pseudo-sequence HLA-B57:01. The binding affinity (normalized) is 0. (3) The peptide sequence is MQFKLGIPK. The MHC is HLA-A26:01 with pseudo-sequence HLA-A26:01. The binding affinity (normalized) is 0.0847.